From a dataset of Forward reaction prediction with 1.9M reactions from USPTO patents (1976-2016). Predict the product of the given reaction. (1) Given the reactants Br[C:2]1[C:3]([O:12][CH2:13][C:14]([F:17])([F:16])[F:15])=[N:4][CH:5]=[C:6]([CH:11]=1)[C:7]([O:9][CH3:10])=[O:8].[C:18]1(B(O)O)[CH:23]=[CH:22][CH:21]=[CH:20][CH:19]=1.C(=O)(O)[O-].[Na+], predict the reaction product. The product is: [C:18]1([C:2]2[C:3]([O:12][CH2:13][C:14]([F:17])([F:16])[F:15])=[N:4][CH:5]=[C:6]([CH:11]=2)[C:7]([O:9][CH3:10])=[O:8])[CH:23]=[CH:22][CH:21]=[CH:20][CH:19]=1. (2) Given the reactants [C:1]([O:5][C:6]([N:8]1[CH2:13][CH2:12][CH:11]([C:14]2[NH:18][NH:17][C:16](=[O:19])[C:15]=2[CH3:20])[CH2:10][CH2:9]1)=[O:7])([CH3:4])([CH3:3])[CH3:2].[N+](=[CH2:23])=[N-], predict the reaction product. The product is: [C:1]([O:5][C:6]([N:8]1[CH2:13][CH2:12][CH:11]([C:14]2[NH:18][N:17]=[C:16]([O:19][CH3:23])[C:15]=2[CH3:20])[CH2:10][CH2:9]1)=[O:7])([CH3:4])([CH3:2])[CH3:3]. (3) Given the reactants C(N(CC)CC)C.Cl.[CH:9]1([CH2:12][NH2:13])[CH2:11][CH2:10]1.[Cl:14][C:15]1[C:16]([N:21]2[C:25]([C:26]3[O:31][C:30](=[O:32])[C:29]4[CH:33]=[CH:34][CH:35]=[C:36]([CH3:37])[C:28]=4[N:27]=3)=[CH:24][C:23]([C:38]([F:41])([F:40])[F:39])=[N:22]2)=[N:17][CH:18]=[CH:19][CH:20]=1, predict the reaction product. The product is: [CH:9]1([CH2:12][NH:13][C:30]([C:29]2[C:28]([NH:27][C:26]([C:25]3[N:21]([C:16]4[C:15]([Cl:14])=[CH:20][CH:19]=[CH:18][N:17]=4)[N:22]=[C:23]([C:38]([F:40])([F:39])[F:41])[CH:24]=3)=[O:31])=[C:36]([CH3:37])[CH:35]=[CH:34][CH:33]=2)=[O:32])[CH2:11][CH2:10]1. (4) Given the reactants [O:1]=[C:2]1[NH:6][C@@H:5]([C:7]([O:9][CH3:10])=[O:8])[CH2:4][CH2:3]1.CCN(CC)CC.[CH3:18][C:19]([O:22][C:23](O[C:23]([O:22][C:19]([CH3:21])([CH3:20])[CH3:18])=[O:24])=[O:24])([CH3:21])[CH3:20], predict the reaction product. The product is: [O:1]=[C:2]1[N:6]([C:23]([O:22][C:19]([CH3:21])([CH3:20])[CH3:18])=[O:24])[C@@H:5]([C:7]([O:9][CH3:10])=[O:8])[CH2:4][CH2:3]1. (5) The product is: [ClH:43].[Br:16][C:14]1[CH:15]=[C:10]([C:4]2[C:5](=[O:7])[N:18]([C:20]3[CH:21]=[C:22]([N:26]4[CH2:31][CH2:30][O:29][CH2:28][CH2:27]4)[N:23]=[CH:24][N:25]=3)[NH:2][CH:3]=2)[CH:11]=[N:12][CH:13]=1. Given the reactants C[N:2](C)[CH:3]=[C:4]([C:10]1[CH:11]=[N:12][CH:13]=[C:14]([Br:16])[CH:15]=1)[C:5]([O:7]CC)=O.[NH:18]([C:20]1[N:25]=[CH:24][N:23]=[C:22]([N:26]2[CH2:31][CH2:30][O:29][CH2:28][CH2:27]2)[CH:21]=1)N.C1(C)C=CC(S(O)(=O)=O)=CC=1.[ClH:43], predict the reaction product. (6) Given the reactants [NH2:1][C:2]1[N:6]([CH3:7])[N:5]=[C:4]([OH:8])[C:3]=1[C:9]1[CH:17]=[CH:16][C:12]2[O:13][CH2:14][O:15][C:11]=2[CH:10]=1.C(=O)([O-])[O-].[Cs+].[Cs+].Br[CH2:25][CH2:26][O:27][C:28](=[O:30])[CH3:29].O, predict the reaction product. The product is: [C:28]([O:27][CH2:26][CH2:25][O:8][C:4]1[C:3]([C:9]2[CH:17]=[CH:16][C:12]3[O:13][CH2:14][O:15][C:11]=3[CH:10]=2)=[C:2]([NH2:1])[N:6]([CH3:7])[N:5]=1)(=[O:30])[CH3:29].